Dataset: Forward reaction prediction with 1.9M reactions from USPTO patents (1976-2016). Task: Predict the product of the given reaction. (1) Given the reactants [CH3:1][O:2][C:3](=[O:11])[CH2:4][C:5]1[S:9][C:8]([NH2:10])=[N:7][CH:6]=1.[C:12]1([C:18](Cl)([C:25]2[CH:30]=[CH:29][CH:28]=[CH:27][CH:26]=2)[C:19]2[CH:24]=[CH:23][CH:22]=[CH:21][CH:20]=2)[CH:17]=[CH:16][CH:15]=[CH:14][CH:13]=1.C(N(CC)CC)C.O, predict the reaction product. The product is: [CH3:1][O:2][C:3](=[O:11])[CH2:4][C:5]1[S:9][C:8]([NH:10][C:18]([C:12]2[CH:17]=[CH:16][CH:15]=[CH:14][CH:13]=2)([C:25]2[CH:26]=[CH:27][CH:28]=[CH:29][CH:30]=2)[C:19]2[CH:20]=[CH:21][CH:22]=[CH:23][CH:24]=2)=[N:7][CH:6]=1. (2) Given the reactants [CH:1]([O:3][CH2:4][CH2:5]Cl)=[CH2:2].[C:7]1(=[O:17])[NH:11][C:10](=[O:12])[C:9]2=[CH:13][CH:14]=[CH:15][CH:16]=[C:8]12.[K].CN(C=O)C, predict the reaction product. The product is: [CH:1]([O:3][CH2:4][CH2:5][C:16]1[CH:15]=[CH:14][CH:13]=[C:9]2[C:10]([NH:11][C:7](=[O:17])[C:8]=12)=[O:12])=[CH2:2]. (3) Given the reactants [CH2:1]([C:5]1[CH:10]=[CH:9][CH:8]=[CH:7][C:6]=1[N:11]=[C:12]([C:14]1[N:19]=[C:18]([C:20](=[N:22][C:23]2[C:28]([CH3:29])=[CH:27][CH:26]=[CH:25][C:24]=2[CH3:30])[CH3:21])[CH:17]=[CH:16][CH:15]=1)[CH3:13])[CH2:2][CH2:3][CH3:4].[Fe:31]([Cl:33])[Cl:32], predict the reaction product. The product is: [Fe:31]([Cl:33])[Cl:32].[CH2:1]([C:5]1[CH:10]=[CH:9][CH:8]=[CH:7][C:6]=1[N:11]=[C:12]([C:14]1[N:19]=[C:18]([C:20](=[N:22][C:23]2[C:24]([CH3:30])=[CH:25][CH:26]=[CH:27][C:28]=2[CH3:29])[CH3:21])[CH:17]=[CH:16][CH:15]=1)[CH3:13])[CH2:2][CH2:3][CH3:4]. (4) The product is: [F:1][C:2]1[N:7]2[CH:8]=[C:9]([CH2:11][N:12]([CH3:23])[C@@H:13]3[C:22]4[N:21]=[CH:20][CH:19]=[CH:18][C:17]=4[CH2:16][CH2:15][CH2:14]3)[N:10]=[C:6]2[CH:5]=[CH:4][CH:3]=1. Given the reactants [F:1][C:2]1[N:7]2[CH:8]=[C:9]([CH2:11][N:12]([C@H:23](C3C=CC(OC)=CC=3)C)[C@@H:13]3[C:22]4[N:21]=[CH:20][CH:19]=[CH:18][C:17]=4[CH2:16][CH2:15][CH2:14]3)[N:10]=[C:6]2[CH:5]=[CH:4][CH:3]=1.C=O, predict the reaction product. (5) Given the reactants Cl.[F:2][C:3]([F:30])([F:29])[C:4]1[CH:5]=[C:6]([C@H:14]([O:16][C@H:17]2[CH2:22][CH2:21][NH:20][CH2:19][C@H:18]2[C:23]2[CH:28]=[CH:27][CH:26]=[CH:25][CH:24]=2)[CH3:15])[CH:7]=[C:8]([C:10]([F:13])([F:12])[F:11])[CH:9]=1.C([O-])([O-])=O.[K+].[K+].[C:37]([N:40]1[CH2:45][CH2:44][N:43]([C:46](OC2C=CC([N+]([O-])=O)=CC=2)=[O:47])[CH2:42][CH2:41]1)(=[O:39])[CH3:38].O, predict the reaction product. The product is: [C:37]([N:40]1[CH2:45][CH2:44][N:43]([C:46]([N:20]2[CH2:21][CH2:22][C@H:17]([O:16][C@@H:14]([C:6]3[CH:5]=[C:4]([C:3]([F:29])([F:2])[F:30])[CH:9]=[C:8]([C:10]([F:13])([F:11])[F:12])[CH:7]=3)[CH3:15])[C@H:18]([C:23]3[CH:28]=[CH:27][CH:26]=[CH:25][CH:24]=3)[CH2:19]2)=[O:47])[CH2:42][CH2:41]1)(=[O:39])[CH3:38].